From a dataset of Full USPTO retrosynthesis dataset with 1.9M reactions from patents (1976-2016). Predict the reactants needed to synthesize the given product. (1) The reactants are: [C:1]([NH:18][C@H:19]([C:32]([OH:34])=O)[CH2:20][C:21]1[CH:26]=[CH:25][C:24]([O:27][C:28]([CH3:31])([CH3:30])[CH3:29])=[CH:23][CH:22]=1)([O:3][CH2:4][CH:5]1[C:17]2[C:12](=[CH:13][CH:14]=[CH:15][CH:16]=2)[C:11]2[C:6]1=[CH:7][CH:8]=[CH:9][CH:10]=2)=[O:2].N1C=CC=CC=1.N1C(F)=NC(F)=NC=1[F:43]. Given the product [C:1]([NH:18][C@H:19]([C:32]([F:43])=[O:34])[CH2:20][C:21]1[CH:26]=[CH:25][C:24]([O:27][C:28]([CH3:31])([CH3:30])[CH3:29])=[CH:23][CH:22]=1)([O:3][CH2:4][CH:5]1[C:17]2[C:12](=[CH:13][CH:14]=[CH:15][CH:16]=2)[C:11]2[C:6]1=[CH:7][CH:8]=[CH:9][CH:10]=2)=[O:2], predict the reactants needed to synthesize it. (2) Given the product [C:22]([C:21]1[CH:25]=[CH:26][C:18]([C:2]#[C:1][C:3]2[CH:4]=[CH:5][C:6]([O:12][C:13]([F:14])([F:15])[F:16])=[C:7]([CH:11]=2)[C:8]([OH:10])=[O:9])=[C:19]([CH3:27])[CH:20]=1)(=[O:23])[NH2:24], predict the reactants needed to synthesize it. The reactants are: [C:1]([C:3]1[CH:4]=[CH:5][C:6]([O:12][C:13]([F:16])([F:15])[F:14])=[C:7]([CH:11]=1)[C:8]([OH:10])=[O:9])#[CH:2].Br[C:18]1[CH:26]=[CH:25][C:21]([C:22]([NH2:24])=[O:23])=[CH:20][C:19]=1[CH3:27].CCCC[N+](CCCC)(CCCC)CCCC.[F-].